This data is from Catalyst prediction with 721,799 reactions and 888 catalyst types from USPTO. The task is: Predict which catalyst facilitates the given reaction. (1) Reactant: [CH2:1]([N:5]1[C:9](=[O:10])[C:8](Cl)=[C:7]([C:12]2[CH:17]=[CH:16][CH:15]=[CH:14][CH:13]=2)[S:6]1(=[O:19])=[O:18])[CH2:2][CH2:3][CH3:4].[O:20]1[C:24]2[CH:25]=[CH:26][C:27]([NH2:29])=[CH:28][C:23]=2[CH:22]=[CH:21]1. Product: [O:20]1[C:24]2[CH:25]=[CH:26][C:27]([NH:29][C:8]3[C:9](=[O:10])[N:5]([CH2:1][CH2:2][CH2:3][CH3:4])[S:6](=[O:19])(=[O:18])[C:7]=3[C:12]3[CH:17]=[CH:16][CH:15]=[CH:14][CH:13]=3)=[CH:28][C:23]=2[CH:22]=[CH:21]1. The catalyst class is: 23. (2) Reactant: [CH3:1][C:2]1[CH:6]=[CH:5][S:4][CH:3]=1.[Li][CH2:8][CH2:9][CH2:10]C.CCCCCC.C[O:19][B:20](OC)[O:21]C.C(O)CCO. Product: [CH3:1][C:2]1[CH:6]=[C:5]([B:20]2[O:21][CH2:10][CH2:9][CH2:8][O:19]2)[S:4][CH:3]=1. The catalyst class is: 27. (3) Reactant: COC1C=C(OC)C=CC=1C[NH:6][C:7]1[N:12]=[CH:11][C:10]2[CH:13]=[N:14][N:15]([S:16]([C:19]3[CH:24]=[CH:23][C:22]([F:25])=[CH:21][CH:20]=3)(=[O:18])=[O:17])[C:9]=2[CH:8]=1. Product: [F:25][C:22]1[CH:23]=[CH:24][C:19]([S:16]([N:15]2[C:9]3[CH:8]=[C:7]([NH2:6])[N:12]=[CH:11][C:10]=3[CH:13]=[N:14]2)(=[O:18])=[O:17])=[CH:20][CH:21]=1. The catalyst class is: 330. (4) Reactant: [C:1]([O:8][CH3:9])(=[O:7])/[CH:2]=[CH:3]/[C:4]([O-:6])=O.Cl.[CH3:11][O:12][C:13](=[O:18])[C@H:14]([CH2:16][SH:17])[NH2:15].CCN=C=NCCCN(C)C.CN1CCOCC1. Product: [SH:17][CH2:16][C@H:14]([NH:15][C:4](=[O:6])/[CH:3]=[CH:2]/[C:1]([O:8][CH3:9])=[O:7])[C:13]([O:12][CH3:11])=[O:18]. The catalyst class is: 210. (5) Reactant: I[C:2]1[CH:7]=[CH:6][C:5]([C:8]2[C:16]3[C:15]([OH:17])=[C:14]([C:18]#[N:19])[C:13](=[O:20])[NH:12][C:11]=3[S:10][CH:9]=2)=[CH:4][CH:3]=1.C(NCC)C.C1(P(C2C=CC=CC=2)C2C=CC=CC=2)C=CC=CC=1.[C:45](#[N:51])[CH2:46][CH2:47][CH2:48][C:49]#[CH:50]. Product: [C:45]([CH2:46][CH2:47][CH2:48][C:49]#[C:50][C:2]1[CH:7]=[CH:6][C:5]([C:8]2[C:16]3[C:15]([OH:17])=[C:14]([C:18]#[N:19])[C:13](=[O:20])[NH:12][C:11]=3[S:10][CH:9]=2)=[CH:4][CH:3]=1)#[N:51]. The catalyst class is: 122. (6) Reactant: [NH:1]1[C:9]2[C:4](=[CH:5][CH:6]=[CH:7][C:8]=2[CH2:10][CH2:11][C:12]2[CH:21]=[CH:20][C:15]([C:16]([O:18][CH3:19])=[O:17])=[CH:14][CH:13]=2)[CH2:3][CH2:2]1.[F:22][C:23]1[CH:24]=[C:25]([CH:28]=[CH:29][CH:30]=1)[CH2:26]Br.C([O-])([O-])=O.[K+].[K+].C(OCC)(=O)C. Product: [F:22][C:23]1[CH:24]=[C:25]([CH:28]=[CH:29][CH:30]=1)[CH2:26][N:1]1[C:9]2[C:4](=[CH:5][CH:6]=[CH:7][C:8]=2[CH2:10][CH2:11][C:12]2[CH:21]=[CH:20][C:15]([C:16]([O:18][CH3:19])=[O:17])=[CH:14][CH:13]=2)[CH2:3][CH2:2]1. The catalyst class is: 3. (7) Reactant: [NH2:1][CH:2]1[CH2:6][CH2:5][CH:4]([OH:7])[CH2:3]1.[CH3:8][C:9]([O:12][C:13](O[C:13]([O:12][C:9]([CH3:11])([CH3:10])[CH3:8])=[O:14])=[O:14])([CH3:11])[CH3:10]. Product: [OH:7][CH:4]1[CH2:5][CH2:6][CH:2]([NH:1][C:13](=[O:14])[O:12][C:9]([CH3:11])([CH3:10])[CH3:8])[CH2:3]1. The catalyst class is: 2.